Task: Binary Classification. Given a miRNA mature sequence and a target amino acid sequence, predict their likelihood of interaction.. Dataset: Experimentally validated miRNA-target interactions with 360,000+ pairs, plus equal number of negative samples (1) The protein sequence of the target gene is MKALSPVRGCYEAVCCLSERSLAIARGRGKSPSTEEPLSLLDDMNHCYSRLRELVPGVPRGTQLSQVEILQRVIDYILDLQVVLAEPAPGPPDGPHLPIQTAELTPELVISKDKRSFCH. The miRNA is hsa-miR-4796-3p with sequence UAAAGUGGCAGAGUAUAGACAC. Result: 0 (no interaction). (2) The miRNA is hsa-miR-4796-3p with sequence UAAAGUGGCAGAGUAUAGACAC. The protein sequence of the target gene is MHRLMGVNSTAAAAAGQPNVSCTCNCKRSLFQSMEITELEFVQIIIIVVVMMVMVVVITCLLSHYKLSARSFISRHSQGRRREDALSSEGCLWPSESTVSGNGIPEPQVYAPPRPTDRLAVPPFAQRERFHRFQPTYPYLQHEIDLPPTISLSDGEEPPPYQGPCTLQLRDPEQQLELNRESVRAPPNRTIFDSDLMDSARLGGPCPPSSNSGISATCYGSGGRMEGPPPTYSEVIGHYPGSSFQHQQSSGPPSLLEGTRLHHTHIAPLESAAIWSKEKDKQKGHPL. Result: 0 (no interaction). (3) The miRNA is mmu-miR-297c-3p with sequence UAUACAUACACACAUACCCAUA. The protein sequence of the target gene is MQQPRVESDIIGAGEGPQRAVPWSAWIIRQDWVRWWVCHIPRSWTQWWNTSGWRQPLQRMLWGLEGTLYLLLALMLCHALFTTGSYLLSSLWPVVAVMWSHLLPAILLLVLSALPALLFAASFLLLFSTLLSLVGLLTSMTQPGYAQDLDQ. Result: 0 (no interaction). (4) The miRNA is mmu-miR-208b-3p with sequence AUAAGACGAACAAAAGGUUUGU. The protein sequence of the target gene is MAEPWAGQFLQALPATVLGALGTLGSDFLREWETQDMRVTLFKLLLLWLVLSLLGIQLAWGFYGNTVTGLYHRPDPHPQPPAAMGVFLPPGLGGQNGSTPDGSTHFSSWEIAANEALKTHRE. Result: 0 (no interaction). (5) The protein sequence of the target gene is MAEPPRLPLTFEDVAIYFSEQEWQDLEAWQKELYKHVMRSNYETLVSLDDGLPKPELISWIEHGGEPFRKWRESQKSGNIICSSVDMHFDPGFEEQLFWGSQQAMNSGKTKSHFQLDPESQCSFGSFVSFRPDQGITLGSPQRHDARAPPPLACGPSESTLKEGIPGPRNLDLPGLWDVPAWESTQHPWPVCGESCWENNHLVMHQRGHSKDRTRRAWEKFNKRAETQMPWSSPRVQRHFRCGVCGKSFRRKLCLLRHLAAHTGRGPFRNADGEMCFRHELTHPSHRLPQQGEKPAQCTP.... The miRNA is hsa-miR-8057 with sequence GUGGCUCUGUAGUAAGAUGGA. Result: 1 (interaction). (6) The miRNA is rno-miR-26a-5p with sequence UUCAAGUAAUCCAGGAUAGGCU. The protein sequence of the target gene is MDFLEEPFPDVGTYEDFHTIDWLREKSRDTDRHRKITSKSKESIWEFIKSLLDAWSGWVVMLLIGLLAGTLAGVIDLAVDWMTDLKEGVCLSAFWYSHEQCCWTSNETTFEDRDKCPLWQKWSELLLSQSEGASAYILNYLMYILWALLFAFLAVSLVRVFAPYACGSGIPEIKTILSGFIIRGYLGKWTLLIKTVTLVLVVSSGLSLGKEGPLVHVACCCGNFFSSLFSKYSKNEGKRREVLSAAAAAGVSVAFGAPIGGVLFSLEEVSYYFPLKTLWRSFFAALVAAFTLRSINPFGN.... Result: 0 (no interaction). (7) The miRNA is hsa-miR-487a-3p with sequence AAUCAUACAGGGACAUCCAGUU. The protein sequence of the target gene is MAAPSGGWNGVGASLWAALLLGAVALRPAEAVSEPTTVAFDVRPGGVVHSFSHNVGPGDKYTCMFTYASQGGTNEQWQMSLGTSEDHQHFTCTIWRPQGKSYLYFTQFKAEVRGAEIEYAMAYSKAAFERESDVPLKTEEFEVTKTAVAHRPGAFKAELSKLVIVAKASRTEL. Result: 0 (no interaction). (8) The miRNA is hsa-miR-4662a-5p with sequence UUAGCCAAUUGUCCAUCUUUAG. The protein sequence of the target gene is MAAAVSSVVRRVEELGDLAQAHIQQLSEAAGEDDHFLIRASAALEKLKLLCGEEKECSNPSNLLELYTQAILDMTYFEENKLVDEDFPEDSSSQKVKELISFLSEPEILVKENNMHPKHCNLLGDELLECLSWRRGALLYMYCHSLTKRREWLLRKSSLLKKYLLDGISYLLQMLNYRCPIQLNEGVSFQDLDTAKLLSAGIFSDIHLLAMMYSGEMCYWGSKYCADQQPENHEVDTSVSGAGCTTYKEPLDFREVGEKILKKYVSVCEGPLKEQEWNTTNAKQILNFFHHRCN. Result: 1 (interaction). (9) The miRNA is hsa-miR-3121-3p with sequence UAAAUAGAGUAGGCAAAGGACA. The protein sequence of the target gene is MAHLKINGLVQIRSTNRSKHTRASQWKEAVIEIVERKQKVNLVVSFKLEERRRVFQLGDNVTGVVVSGELGLYHLDLTLRDDTSLLIDKLSSADVEHLKSFLDSSTPCESQQPMEPMSSQDDLESSDPFCGEHQEAACGSLNTTPESGTPLSRKMPLSMSNTTGGQKRGEKQGRKRKTEPSSSSAEVNKDIPKENTPDQKKKSRRYYSRNRGGKAEKAVTLREQEKRSNWKLEPAFNSKSYGRANLDGTILPIATCSDDRDVSIFGLEIITHNGVQSLPDPYLNQLKREGFPNLGNTCYM.... Result: 0 (no interaction).